Task: Regression. Given a peptide amino acid sequence and an MHC pseudo amino acid sequence, predict their binding affinity value. This is MHC class I binding data.. Dataset: Peptide-MHC class I binding affinity with 185,985 pairs from IEDB/IMGT The peptide sequence is IKVLVEHGF. The MHC is HLA-A32:01 with pseudo-sequence HLA-A32:01. The binding affinity (normalized) is 0.137.